Dataset: Forward reaction prediction with 1.9M reactions from USPTO patents (1976-2016). Task: Predict the product of the given reaction. (1) Given the reactants [F:1][CH:2]([F:40])[O:3][C:4]1[CH:5]=[C:6]2[C:10](=[CH:11][CH:12]=1)[N:9]([CH3:13])[N:8]=[C:7]2[C:14]1[N:15]=[C:16]2[C:22]([C:23]([NH:25][C@@H:26]3[CH2:31][CH2:30][C@H:29]([NH:32]C(=O)OC(C)(C)C)[CH2:28][CH2:27]3)=[O:24])=[CH:21][NH:20][C:17]2=[N:18][CH:19]=1.[ClH:41], predict the reaction product. The product is: [ClH:41].[NH2:32][C@@H:29]1[CH2:28][CH2:27][C@H:26]([NH:25][C:23]([C:22]2[C:16]3=[N:15][C:14]([C:7]4[C:6]5[C:10](=[CH:11][CH:12]=[C:4]([O:3][CH:2]([F:1])[F:40])[CH:5]=5)[N:9]([CH3:13])[N:8]=4)=[CH:19][N:18]=[C:17]3[NH:20][CH:21]=2)=[O:24])[CH2:31][CH2:30]1. (2) Given the reactants [C:1]([O:4][C@@H:5]1[C@@H:11]([O:12][C:13](=[O:15])[CH3:14])[C@H:10]([O:16][C:17](=[O:19])[CH3:18])[C@@H:9]([CH2:20][O:21][C:22](=[O:24])[CH3:23])[O:8][CH:6]1[OH:7])(=[O:3])[CH3:2].C1CCN2C(=NCCC2)CC1.C([O:43][C:44](=[O:47])[CH2:45]Br)C1C=CC=CC=1.COC(C)(C)C, predict the reaction product. The product is: [C:1]([O:4][C@@H:5]1[C@@H:11]([O:12][C:13](=[O:15])[CH3:14])[C@H:10]([O:16][C:17](=[O:19])[CH3:18])[C@@H:9]([CH2:20][O:21][C:22](=[O:24])[CH3:23])[O:8][CH:6]1[O:7][CH2:45][C:44]([OH:47])=[O:43])(=[O:3])[CH3:2]. (3) Given the reactants [OH:1][C:2]1[CH:3]=[C:4]2[C:9](=[C:10]([CH3:12])[CH:11]=1)[O:8][CH:7]([C:13]([F:16])([F:15])[F:14])[C:6]([C:17]([O:19][CH2:20][CH3:21])=[O:18])=[CH:5]2.C([O-])([O-])=O.[K+].[K+].I[CH2:29][CH3:30], predict the reaction product. The product is: [CH2:29]([O:1][C:2]1[CH:3]=[C:4]2[C:9](=[C:10]([CH3:12])[CH:11]=1)[O:8][CH:7]([C:13]([F:16])([F:14])[F:15])[C:6]([C:17]([O:19][CH2:20][CH3:21])=[O:18])=[CH:5]2)[CH3:30]. (4) Given the reactants [CH3:1][N:2]([CH3:17])[CH2:3][CH2:4][NH:5][C:6]1[N:11]=[C:10]2[NH:12][CH:13]=[C:14]([C:15]#[N:16])[C:9]2=[CH:8][CH:7]=1.[C:18]([C:22]1[CH:23]=[C:24]2[C:29](=[C:30]([F:32])[CH:31]=1)[C:28](=[O:33])[N:27]([C:34]1[C:42]3[CH2:41][O:40]B(O)[C:38]=3[CH:37]=[CH:36][CH:35]=1)[N:26]=[CH:25]2)([CH3:21])([CH3:20])[CH3:19].N1C=CC=CC=1.[NH4+].[Cl-], predict the reaction product. The product is: [C:18]([C:22]1[CH:23]=[C:24]2[C:29](=[C:30]([F:32])[CH:31]=1)[C:28](=[O:33])[N:27]([C:34]1[C:42]([CH2:41][OH:40])=[C:38]([N:12]3[C:10]4=[N:11][C:6]([NH:5][CH2:4][CH2:3][N:2]([CH3:17])[CH3:1])=[CH:7][CH:8]=[C:9]4[C:14]([C:15]#[N:16])=[CH:13]3)[CH:37]=[CH:36][CH:35]=1)[N:26]=[CH:25]2)([CH3:21])([CH3:19])[CH3:20]. (5) Given the reactants Cl[S:2]([N:5]=[C:6]=[O:7])(=[O:4])=[O:3].[CH2:8]([NH2:14])[C:9]1[O:13][CH:12]=[CH:11][CH:10]=1.[NH2:15][C:16]1[CH:44]=[CH:43][C:19]2[NH:20][C:21]([C:26]3[C:27](=[O:42])[N:28]([CH2:37][CH2:38][CH:39]([CH3:41])[CH3:40])[C:29]4[C:34]([C:35]=3[OH:36])=[CH:33][CH:32]=[CH:31][N:30]=4)=[N:22][S:23](=[O:25])(=[O:24])[C:18]=2[CH:17]=1.C(N(CC)CC)C, predict the reaction product. The product is: [O:13]1[CH:12]=[CH:11][CH:10]=[C:9]1[CH2:8][NH:14][C:6]([NH:5][S:2](=[O:4])(=[O:3])[NH:15][C:16]1[CH:44]=[CH:43][C:19]2[NH:20][C:21]([C:26]3[C:27](=[O:42])[N:28]([CH2:37][CH2:38][CH:39]([CH3:41])[CH3:40])[C:29]4[C:34]([C:35]=3[OH:36])=[CH:33][CH:32]=[CH:31][N:30]=4)=[N:22][S:23](=[O:25])(=[O:24])[C:18]=2[CH:17]=1)=[O:7]. (6) Given the reactants [Br:1][C:2]1[N:3]=[C:4]([CH:12]2[CH2:15][N:14](C(OCC3C=CC=CC=3)=O)[CH2:13]2)[N:5]2[CH:10]=[CH:9][N:8]=[C:7]([CH3:11])[C:6]=12, predict the reaction product. The product is: [NH:14]1[CH2:15][CH:12]([C:4]2[N:5]3[CH:10]=[CH:9][N:8]=[C:7]([CH3:11])[C:6]3=[C:2]([Br:1])[N:3]=2)[CH2:13]1. (7) Given the reactants C([CH:8]([C:22]1[CH:27]=[CH:26][C:25]([NH:28][C:29]([O:31][C:32]([CH3:35])([CH3:34])[CH3:33])=[O:30])=[CH:24][CH:23]=1)[C:9](C(C1C=CC=CC=1)C)(N)[C:10]([OH:12])=[O:11])C1C=CC=CC=1.[CH3:36][CH2:37][CH2:38]CCCCCCCN, predict the reaction product. The product is: [CH:37]([O:12][C:10](=[O:11])[CH:9]=[CH:8][C:22]1[CH:23]=[CH:24][C:25]([NH:28][C:29]([O:31][C:32]([CH3:33])([CH3:34])[CH3:35])=[O:30])=[CH:26][CH:27]=1)([CH3:38])[CH3:36]. (8) Given the reactants [CH2:1]([O:3][C:4]([N:6]1[CH2:11][CH2:10][CH:9]([NH:12][C:13]2[C:18]([N+:19]([O-:21])=[O:20])=[CH:17][CH:16]=[C:15](Cl)[N:14]=2)[CH2:8][CH2:7]1)=[O:5])[CH3:2].[NH:23]([CH3:25])[CH3:24].C1COCC1, predict the reaction product. The product is: [CH2:1]([O:3][C:4]([N:6]1[CH2:11][CH2:10][CH:9]([NH:12][C:13]2[C:18]([N+:19]([O-:21])=[O:20])=[CH:17][CH:16]=[C:15]([N:23]([CH3:25])[CH3:24])[N:14]=2)[CH2:8][CH2:7]1)=[O:5])[CH3:2]. (9) The product is: [CH3:39][O:30][C:29]([C:25]1[CH:26]=[C:27]([CH3:28])[C:18]2[O:17][C:16]3[C:32]([Cl:34])=[CH:33][C:13]([NH:12][CH2:11][C:1]4[CH:6]=[N:36][CH:35]=[CH:3][CH:2]=4)=[CH:14][C:15]=3[CH2:21][S:20](=[O:22])(=[O:23])[C:19]=2[CH:24]=1)=[O:31]. Given the reactants [C:1]1([CH3:11])[CH:6]=CC(S(O)(=O)=O)=[CH:3][CH:2]=1.[NH2:12][C:13]1[CH:33]=[C:32]([Cl:34])[C:16]2[O:17][C:18]3[C:27]([CH3:28])=[CH:26][C:25]([C:29]([OH:31])=[O:30])=[CH:24][C:19]=3[S:20](=[O:23])(=[O:22])[CH2:21][C:15]=2[CH:14]=1.[C:35]([BH3-])#[N:36].[Na+].[C:39](=O)(O)[O-].[Na+], predict the reaction product. (10) Given the reactants [Cl:1][C:2]1[CH:3]=[C:4]([S:8]([N:11]2[CH:15]=[C:14]([CH:16]=O)[CH:13]=[C:12]2[C:18]2[CH:23]=[CH:22][C:21]3[O:24][CH2:25][O:26][C:20]=3[CH:19]=2)(=[O:10])=[O:9])[CH:5]=[CH:6][CH:7]=1.[NH2:27][CH2:28][CH2:29][CH2:30][N:31]1[CH2:36][CH2:35][N:34]([CH3:37])[CH2:33][CH2:32]1.[BH-](OC(C)=O)(OC(C)=O)OC(C)=O.[Na+], predict the reaction product. The product is: [Cl:1][C:2]1[CH:3]=[C:4]([S:8]([N:11]2[CH:15]=[C:14]([CH2:16][NH:27][CH2:28][CH2:29][CH2:30][N:31]3[CH2:32][CH2:33][N:34]([CH3:37])[CH2:35][CH2:36]3)[CH:13]=[C:12]2[C:18]2[CH:23]=[CH:22][C:21]3[O:24][CH2:25][O:26][C:20]=3[CH:19]=2)(=[O:10])=[O:9])[CH:5]=[CH:6][CH:7]=1.